From a dataset of Forward reaction prediction with 1.9M reactions from USPTO patents (1976-2016). Predict the product of the given reaction. Given the reactants [NH2:1][C@H:2]([C:7]1[CH:12]=[C:11]([C:13]2([CH:16]([F:18])[F:17])[CH2:15][CH2:14]2)[CH:10]=[C:9]([Br:19])[CH:8]=1)[CH2:3][C:4]([OH:6])=[O:5].[ClH:20].[CH2:21](O)[CH3:22], predict the reaction product. The product is: [ClH:20].[NH2:1][C@H:2]([C:7]1[CH:12]=[C:11]([C:13]2([CH:16]([F:17])[F:18])[CH2:15][CH2:14]2)[CH:10]=[C:9]([Br:19])[CH:8]=1)[CH2:3][C:4]([O:6][CH2:21][CH3:22])=[O:5].